From a dataset of Full USPTO retrosynthesis dataset with 1.9M reactions from patents (1976-2016). Predict the reactants needed to synthesize the given product. (1) Given the product [CH2:22]([O:21][C:19]([C:17]1[CH:16]=[C:14]([NH2:15])[N:2]([C:4]2[CH:5]=[C:6]([C:7]([OH:9])=[O:8])[CH:10]=[CH:11][C:12]=2[CH3:13])[N:3]=1)=[O:20])[CH3:23], predict the reactants needed to synthesize it. The reactants are: Cl.[NH:2]([C:4]1[CH:5]=[C:6]([CH:10]=[CH:11][C:12]=1[CH3:13])[C:7]([OH:9])=[O:8])[NH2:3].[C:14]([CH:16]=[C:17]([C:19]([O:21][CH2:22][CH3:23])=[O:20])O)#[N:15].[Na]. (2) Given the product [O:46]1[CH2:47][CH2:48][N:43]([CH2:42][CH2:41][O:40][C:39]2[CH:49]=[CH:50][C:36]([C:33]3[CH:32]=[CH:31][C:30]([CH2:26][C:27]#[N:28])=[N:35][CH:34]=3)=[CH:37][CH:38]=2)[CH2:44][CH2:45]1, predict the reactants needed to synthesize it. The reactants are: C[Si]([N-][Si](C)(C)C)(C)C.[K+].C[Si]([N-][Si](C)(C)C)(C)C.[K+].C1COCC1.[CH3:26][C:27]#[N:28].F[C:30]1[N:35]=[CH:34][C:33]([C:36]2[CH:50]=[CH:49][C:39]([O:40][CH2:41][CH2:42][N:43]3[CH2:48][CH2:47][O:46][CH2:45][CH2:44]3)=[CH:38][CH:37]=2)=[CH:32][CH:31]=1. (3) Given the product [CH3:23][N:7]([C@H:8]1[CH2:9][CH2:10][C@@H:11]([N:14]2[CH2:19][CH2:18][CH2:16][CH2:17]2)[CH2:12][CH2:13]1)[C:6](=[O:15])[O:5][C:1]([CH3:4])([CH3:2])[CH3:3], predict the reactants needed to synthesize it. The reactants are: [C:1]([O:5][C:6](=[O:15])[NH:7][C@H:8]1[CH2:13][CH2:12][C@@H:11]([NH2:14])[CH2:10][CH2:9]1)([CH3:4])([CH3:3])[CH3:2].[CH2:16]1[CH:18]([CH:19](O)C#N)[CH2:17]1.[C:23](O[BH-](OC(=O)C)OC(=O)C)(=O)C.[Na+].C(=O)([O-])[O-].[K+].[K+]. (4) Given the product [F:39][CH:35]([F:40])[O:33][C:29]1[CH:28]=[C:27]2[C:32]([C:23]([NH:22][CH2:21][C:18]3[N:16]4[N:17]=[C:12]([C:6]5[CH:7]=[CH:8][CH:9]=[CH:10][CH:11]=5)[CH:13]=[CH:14][C:15]4=[N:20][N:19]=3)=[CH:24][CH:25]=[N:26]2)=[N:31][CH:30]=1, predict the reactants needed to synthesize it. The reactants are: CN(C=O)C.[C:6]1([C:12]2[CH:13]=[CH:14][C:15]3[N:16]([C:18]([CH2:21][NH:22][C:23]4[CH:24]=[CH:25][N:26]=[C:27]5[C:32]=4[N:31]=[CH:30][C:29]([OH:33])=[CH:28]5)=[N:19][N:20]=3)[N:17]=2)[CH:11]=[CH:10][CH:9]=[CH:8][CH:7]=1.Cl[C:35]([F:40])([F:39])C([O-])=O.[Na+].C(=O)([O-])[O-].[Cs+].[Cs+]. (5) Given the product [C:29]([O:23][N:22]=[C:18]([C:17]1[C:9]([C:6]2[CH:7]=[CH:8][C:3]([O:2][CH3:1])=[CH:4][CH:5]=2)=[N:10][N:11]2[CH:16]=[CH:15][CH:14]=[CH:13][C:12]=12)[CH:19]([CH3:20])[CH3:21])(=[O:30])[NH2:28], predict the reactants needed to synthesize it. The reactants are: [CH3:1][O:2][C:3]1[CH:8]=[CH:7][C:6]([C:9]2[C:17]([C:18](=[N:22][OH:23])[CH:19]([CH3:21])[CH3:20])=[C:12]3[CH:13]=[CH:14][CH:15]=[CH:16][N:11]3[N:10]=2)=[CH:5][CH:4]=1.C[Si]([N:28]=[C:29]=[O:30])(C)C.N1C=CC=CC=1. (6) Given the product [F:18][C:17]1[C:10]2[CH2:11][CH2:12][CH2:13][CH2:14][C:15](=[O:16])[C:9]=2[CH:8]=[CH:7][C:6]=1[N:5]1[CH2:2][C@H:1]([CH2:33][NH:34][C:35](=[O:37])[CH3:36])[O:3][C:4]1=[O:19], predict the reactants needed to synthesize it. The reactants are: [CH2:1]([O:3][C:4](=[O:19])[NH:5][C:6]1[CH:7]=[CH:8][C:9]2[C:15](=[O:16])[CH2:14][CH2:13][CH2:12][CH2:11][C:10]=2[C:17]=1[F:18])[CH3:2].[Li].CC(C)([O-])C.C(O[C@@H]([CH2:33][NH:34][C:35](=[O:37])[CH3:36])CCl)(=O)C.